Dataset: Catalyst prediction with 721,799 reactions and 888 catalyst types from USPTO. Task: Predict which catalyst facilitates the given reaction. (1) Reactant: [C:1]([O:5][C:6]([NH:8][C@H:9]1[CH2:14][CH2:13][C@H:12]([O:15][CH2:16][C:17]([OH:19])=O)[CH2:11][CH2:10]1)=[O:7])([CH3:4])([CH3:3])[CH3:2].C([N:22](CC)CC)C.ClC(OCC)=O.[OH-].[NH4+]. Product: [C:1]([O:5][C:6](=[O:7])[NH:8][C@H:9]1[CH2:14][CH2:13][C@H:12]([O:15][CH2:16][C:17](=[O:19])[NH2:22])[CH2:11][CH2:10]1)([CH3:4])([CH3:3])[CH3:2]. The catalyst class is: 1. (2) Reactant: [Br:1][C:2]1[N:3]2[C:8]3[N:9]4[CH2:37][CH2:36][C:12]([CH3:38])([O:13][CH2:14][CH2:15][CH2:16][CH2:17][C@H:18]([CH3:35])[O:19][C:20]5[CH:21]=[CH:22][C:23]([F:34])=[CH:24][C:25]=5[C:26]5[CH:33]=[C:30]([C:31]=1[N:32]=[C:4]2[CH:5]=[C:6]([CH3:49])[C:7]=3[C@H:39]([O:44][C:45]([CH3:48])([CH3:47])[CH3:46])[C:40]([O:42][CH3:43])=[O:41])[CH:29]=[CH:28][CH:27]=5)[CH2:11][CH2:10]4.[Cl:50]N1C(=O)CCC1=O.C(OCC)(=O)C. Product: [Br:1][C:2]1[N:3]2[C:8]3[N:9]4[CH2:10][CH2:11][C:12]([CH3:38])([O:13][CH2:14][CH2:15][CH2:16][CH2:17][C@H:18]([CH3:35])[O:19][C:20]5[CH:21]=[CH:22][C:23]([F:34])=[CH:24][C:25]=5[C:26]5[CH:33]=[C:30]([C:31]=1[N:32]=[C:4]2[C:5]([Cl:50])=[C:6]([CH3:49])[C:7]=3[C@H:39]([O:44][C:45]([CH3:48])([CH3:47])[CH3:46])[C:40]([O:42][CH3:43])=[O:41])[CH:29]=[CH:28][CH:27]=5)[CH2:36][CH2:37]4. The catalyst class is: 10.